Dataset: Full USPTO retrosynthesis dataset with 1.9M reactions from patents (1976-2016). Task: Predict the reactants needed to synthesize the given product. (1) Given the product [Cl:1][C:2]1[CH:3]=[CH:4][C:5]([C:8]2([C:13]([NH:16][CH2:17][CH2:18][CH2:19][N:20]3[CH2:25][CH2:24][CH:23]([C:26]4[CH:31]=[CH:30][CH:29]=[C:28]([NH:32][C:33](=[O:36])[CH2:34][CH3:35])[CH:27]=4)[CH2:22][CH2:21]3)=[O:15])[CH2:9][CH2:10][CH2:11][CH2:12]2)=[CH:6][CH:7]=1, predict the reactants needed to synthesize it. The reactants are: [Cl:1][C:2]1[CH:7]=[CH:6][C:5]([C:8]2([C:13]([OH:15])=O)[CH2:12][CH2:11][CH2:10][CH2:9]2)=[CH:4][CH:3]=1.[NH2:16][CH2:17][CH2:18][CH2:19][N:20]1[CH2:25][CH2:24][CH:23]([C:26]2[CH:27]=[C:28]([NH:32][C:33](=[O:36])[CH2:34][CH3:35])[CH:29]=[CH:30][CH:31]=2)[CH2:22][CH2:21]1. (2) The reactants are: [ClH:1].FC1C=C(C(C(NC2C=CC(F)=CC=2)=O)C(N)=O)C=CC=1[O:9][C:10]1[C:15]2=[C:16](C)[C:17](OCCN3CCOCC3)=[CH:18][N:14]2[N:13]=[CH:12][N:11]=1. Given the product [Cl:1][C:16]1[CH:17]=[CH:18][N:14]2[C:15]=1[C:10](=[O:9])[NH:11][CH:12]=[N:13]2, predict the reactants needed to synthesize it. (3) Given the product [Cl:41][C:42]1[CH:47]=[C:46]([Cl:48])[CH:45]=[CH:44][C:43]=1[C:49]1[CH:54]=[CH:53][C:52]([NH:55][CH2:15][C:17]2[CH:22]=[C:21]([O:23][CH3:24])[CH:20]=[CH:19][C:18]=2[C:25]2[CH:26]=[CH:27][C:28]([C:31]([NH:33][CH2:34][CH2:35][C:36]([O:38][CH2:39][CH3:40])=[O:37])=[O:32])=[N:29][CH:30]=2)=[CH:51][CH:50]=1, predict the reactants needed to synthesize it. The reactants are: [BH-](OC(C)=O)(OC(C)=O)OC(C)=O.[Na+].[CH:15]([C:17]1[CH:22]=[C:21]([O:23][CH3:24])[CH:20]=[CH:19][C:18]=1[C:25]1[CH:26]=[CH:27][C:28]([C:31]([NH:33][CH2:34][CH2:35][C:36]([O:38][CH2:39][CH3:40])=[O:37])=[O:32])=[N:29][CH:30]=1)=O.[Cl:41][C:42]1[CH:47]=[C:46]([Cl:48])[CH:45]=[CH:44][C:43]=1[C:49]1[CH:54]=[CH:53][C:52]([NH2:55])=[CH:51][CH:50]=1.CC(O)=O. (4) Given the product [F:22][C:23]1[CH:28]=[CH:27][C:26]([CH2:29][N:30]2[C:17](=[O:18])[C:16]([C:11]3[NH:10][C:9]4[CH:20]=[CH:21][C:6]([NH:5][S:2]([CH3:1])(=[O:4])=[O:3])=[CH:7][C:8]=4[S:13](=[O:15])(=[O:14])[N:12]=3)=[C:42]([OH:43])[C@H:32]3[C@@H:31]2[CH:41]2[CH:40]4[CH:39]5[CH:33]3[CH:34]3[CH:36]([CH2:37][CH:38]45)[CH:35]23)=[CH:25][CH:24]=1, predict the reactants needed to synthesize it. The reactants are: [CH3:1][S:2]([NH:5][C:6]1[CH:21]=[CH:20][C:9]2[NH:10][C:11]([CH2:16][C:17](O)=[O:18])=[N:12][S:13](=[O:15])(=[O:14])[C:8]=2[CH:7]=1)(=[O:4])=[O:3].[F:22][C:23]1[CH:28]=[CH:27][C:26]([CH2:29][NH:30][C@H:31]2[CH:41]3[CH:35]4[CH:36]5[CH2:37][CH:38]6[CH:40]3[CH:39]6[CH:33]([CH:34]45)[C@H:32]2[C:42](OC)=[O:43])=[CH:25][CH:24]=1.Cl.CN(C)CCCN=C=NCC.C(N(CC)CC)C.Cl. (5) The reactants are: IC.[Br:3][C:4]1[C:5]2[O:13][C:12]([CH:14]=[O:15])=[CH:11][C:6]=2[C:7](=[O:10])[NH:8][CH:9]=1.[C:16](=O)([O-])[O-].[Cs+].[Cs+]. Given the product [Br:3][C:4]1[C:5]2[O:13][C:12]([CH:14]=[O:15])=[CH:11][C:6]=2[C:7](=[O:10])[N:8]([CH3:16])[CH:9]=1, predict the reactants needed to synthesize it. (6) Given the product [S:2]([OH:5])(=[O:4])(=[O:3])[CH3:1].[S:2]([OH:5])(=[O:4])(=[O:3])[CH3:1].[Cl:6][C:7]1[CH:8]=[CH:9][C:10]([NH:11][C:12]2[C:21]3[C:16](=[CH:17][CH:18]=[CH:19][CH:20]=3)[C:15]([CH2:22][C:23]3[CH:28]=[CH:27][N:26]=[CH:25][CH:24]=3)=[N:14][N:13]=2)=[CH:29][CH:30]=1, predict the reactants needed to synthesize it. The reactants are: [CH3:1][S:2]([OH:5])(=[O:4])=[O:3].[Cl:6][C:7]1[CH:30]=[CH:29][C:10]([NH:11][C:12]2[C:21]3[C:16](=[CH:17][CH:18]=[CH:19][CH:20]=3)[C:15]([CH2:22][C:23]3[CH:28]=[CH:27][N:26]=[CH:25][CH:24]=3)=[N:14][N:13]=2)=[CH:9][CH:8]=1. (7) Given the product [CH2:22]([O:12][C:1](=[O:13])[CH2:2][C:3]1[CH:11]=[CH:10][CH:9]=[CH:8][C:4]=1[C:5]([O:7][CH2:14][CH3:15])=[O:6])[CH3:23], predict the reactants needed to synthesize it. The reactants are: [C:1]([OH:13])(=[O:12])[CH2:2][C:3]1[C:4](=[CH:8][CH:9]=[CH:10][CH:11]=1)[C:5]([OH:7])=[O:6].[CH2:14](O)[CH3:15].S(=O)(=O)(O)O.[C:22]1(C)C=CC=C[CH:23]=1. (8) Given the product [O:27]1[CH2:26][CH2:25][CH:24]([CH2:23][NH:22][C:20]([C:15]2[C:14]([NH:13][C:10]([C:3]3[C:4]4[C:9](=[CH:8][CH:7]=[CH:6][CH:5]=4)[NH:1][CH:2]=3)=[O:11])=[CH:19][CH:18]=[CH:17][N:16]=2)=[O:21])[CH2:29][CH2:28]1, predict the reactants needed to synthesize it. The reactants are: [NH:1]1[C:9]2[C:4](=[CH:5][CH:6]=[CH:7][CH:8]=2)[C:3]([C:10](Cl)=[O:11])=[CH:2]1.[NH2:13][C:14]1[C:15]([C:20]([NH:22][CH2:23][CH:24]2[CH2:29][CH2:28][O:27][CH2:26][CH2:25]2)=[O:21])=[N:16][CH:17]=[CH:18][CH:19]=1. (9) Given the product [CH2:1]([N:8]([CH2:19][C:20](=[O:21])[C:22]1[CH:27]=[CH:26][CH:25]=[CH:24][CH:23]=1)[S:9]([C:12]1[CH:17]=[CH:16][CH:15]=[CH:14][CH:13]=1)(=[O:10])=[O:11])[C:2]1[CH:3]=[CH:4][CH:5]=[CH:6][CH:7]=1, predict the reactants needed to synthesize it. The reactants are: [CH2:1]([NH:8][S:9]([C:12]1[CH:17]=[CH:16][CH:15]=[CH:14][CH:13]=1)(=[O:11])=[O:10])[C:2]1[CH:7]=[CH:6][CH:5]=[CH:4][CH:3]=1.Br[CH2:19][C:20]([C:22]1[CH:27]=[CH:26][CH:25]=[CH:24][CH:23]=1)=[O:21].C(=O)([O-])[O-].[Cs+].[Cs+].